From a dataset of Full USPTO retrosynthesis dataset with 1.9M reactions from patents (1976-2016). Predict the reactants needed to synthesize the given product. (1) The reactants are: [CH:1]1([C:7]2[C:15]3[C:10](=[CH:11][C:12]([C:16]([NH:18][S:19]([N:22]([CH3:24])[CH3:23])(=[O:21])=[O:20])=[O:17])=[CH:13][CH:14]=3)[NH:9][C:8]=2[C:25]2[CH:30]=[CH:29][CH:28]=[CH:27][C:26]=2C=O)[CH2:6][CH2:5][CH2:4][CH2:3][CH2:2]1.COP([C:39](=[CH2:44])[C:40]([O:42][CH3:43])=[O:41])(OC)=O.[C:45]([O-])([O-])=O.[Cs+].[Cs+].C([O-])(=O)C=C. Given the product [C:40]([C:39]1[CH2:44][C:26]2[CH:27]=[CH:28][CH:29]=[CH:30][C:25]=2[C:8]2=[C:7]([CH:1]3[CH2:6][CH2:5][CH2:4][CH2:3][CH2:2]3)[C:15]3[CH:14]=[CH:13][C:12]([C:16]([NH:18][S:19]([N:22]([CH3:24])[CH3:23])(=[O:21])=[O:20])=[O:17])=[CH:11][C:10]=3[N:9]2[CH:45]=1)([O:42][CH3:43])=[O:41], predict the reactants needed to synthesize it. (2) Given the product [CH3:1][O:2][C:3]1[C:4]2[N:5]=[C:17]([NH2:21])[NH:10][C:6]=2[CH:7]=[CH:8][CH:9]=1, predict the reactants needed to synthesize it. The reactants are: [CH3:1][O:2][C:3]1[CH:9]=[CH:8][CH:7]=[C:6]([N+:10]([O-])=O)[C:4]=1[NH2:5].COC1C=CC=[C:17]([NH2:21])C=1N.[H][H].N#CBr. (3) Given the product [OH:1][C:2]1[CH:7]=[CH:6][C:5]([CH2:8][CH2:9][C:10]2[N:11]=[C:12]([NH:15][C:16](=[O:18])[CH3:17])[S:13][CH:14]=2)=[CH:4][CH:3]=1, predict the reactants needed to synthesize it. The reactants are: [OH:1][C:2]1[CH:7]=[CH:6][C:5]([CH:8]=[CH:9][C:10]2[N:11]=[C:12]([NH:15][C:16](=[O:18])[CH3:17])[S:13][CH:14]=2)=[CH:4][CH:3]=1. (4) Given the product [NH2:18][C:16]1[NH:15][N:14]=[C:13]([NH:12][C:5]2[CH:6]=[C:7]([C:8]([F:11])([F:10])[F:9])[C:2]([C:67]3[CH:66]=[CH:65][C:64]([S:61]([N:56]4[CH2:55][CH2:54][N:53]([C:52]([O:51][C:47]([CH3:50])([CH3:49])[CH3:48])=[O:79])[CH2:60][C:57]54[CH2:58][CH2:59]5)(=[O:63])=[O:62])=[CH:69][CH:68]=3)=[C:3]([Cl:19])[CH:4]=2)[N:17]=1, predict the reactants needed to synthesize it. The reactants are: Br[C:2]1[C:7]([C:8]([F:11])([F:10])[F:9])=[CH:6][C:5]([NH:12][C:13]2[N:17]=[C:16]([NH2:18])[NH:15][N:14]=2)=[CH:4][C:3]=1[Cl:19].CN1C(C)(C)CC(SC2C=CC(B3OC(C)(C)C(C)(C)O3)=CC=2)CC1(C)C.[C:47]([O:51][CH:52]([O:79]C)[N:53]1[CH2:60][C:57]2([CH2:59][CH2:58]2)[N:56]([S:61]([C:64]2[CH:69]=[CH:68][C:67](B3OC(C)(C)C(C)(C)O3)=[CH:66][CH:65]=2)(=[O:63])=[O:62])[CH2:55][CH2:54]1)([CH3:50])([CH3:49])[CH3:48].C([O-])([O-])=O.[K+].[K+]. (5) Given the product [CH3:1][O:2][CH2:3][CH:4]([CH3:35])[O:5][C:6]1[CH:7]=[C:8]([O:24][C:25]2[CH:26]=[N:27][C:28]([S:31]([CH3:34])(=[O:33])=[O:32])=[CH:29][CH:30]=2)[CH:9]=[C:10]2[C:14]=1[NH:13][C:12]([C:15]1[S:16][CH:17]([CH2:20][C:21]([NH:39][CH3:37])=[O:22])[CH2:18][N:19]=1)=[CH:11]2, predict the reactants needed to synthesize it. The reactants are: [CH3:1][O:2][CH2:3][CH:4]([CH3:35])[O:5][C:6]1[CH:7]=[C:8]([O:24][C:25]2[CH:26]=[N:27][C:28]([S:31]([CH3:34])(=[O:33])=[O:32])=[CH:29][CH:30]=2)[CH:9]=[C:10]2[C:14]=1[NH:13][C:12]([C:15]1[S:16][CH:17]([CH2:20][C:21](O)=[O:22])[CH2:18][N:19]=1)=[CH:11]2.Cl.[CH2:37]([N:39]=C=NCCCN(C)C)C.ON1C2C=CC=CC=2N=N1.Cl.CN. (6) The reactants are: [S:1]([N:11]1[C:15]2=[N:16][CH:17]=[C:18]([CH:20]=[N:21]O)[CH:19]=[C:14]2[CH:13]=[CH:12]1)([C:4]1[CH:10]=[CH:9][C:7]([CH3:8])=[CH:6][CH:5]=1)(=[O:3])=[O:2].[Cl-].[NH4+]. Given the product [S:1]([N:11]1[C:15]2=[N:16][CH:17]=[C:18]([CH2:20][NH2:21])[CH:19]=[C:14]2[CH:13]=[CH:12]1)([C:4]1[CH:10]=[CH:9][C:7]([CH3:8])=[CH:6][CH:5]=1)(=[O:3])=[O:2], predict the reactants needed to synthesize it. (7) Given the product [CH3:34][C:15]1[C:10]([NH:3][C@H:4]2[CH2:8][CH2:7][CH2:6][C@@H:5]2[NH:9][C:31]([C:26]2[C:25]([N:21]3[N:22]=[CH:23][CH:24]=[N:20]3)=[CH:30][CH:29]=[CH:28][N:27]=2)=[O:33])=[N:11][CH:12]=[C:13]([C:16]([F:17])([F:18])[F:19])[N:14]=1, predict the reactants needed to synthesize it. The reactants are: Cl.C[N:3]([C:10]1[CH:15]=[N:14][C:13]([C:16]([F:19])([F:18])[F:17])=[CH:12][N:11]=1)[C@H:4]1[CH2:8][CH2:7][CH2:6][C@@H:5]1[NH2:9].[N:20]1[N:21]([C:25]2[C:26]([C:31]([OH:33])=O)=[N:27][CH:28]=[CH:29][CH:30]=2)[N:22]=[CH:23][CH:24]=1.[CH2:34](Cl)CCl.N1C2C(=NC=CC=2)N(O)N=1.C(N(CC)CC)C. (8) The reactants are: [H-].[Na+].[CH3:3][CH:4]([C:10]([O:12][CH2:13][CH3:14])=[O:11])[C:5]([O:7][CH2:8][CH3:9])=[O:6].[CH:15]([I:18])(I)[I:16].Cl. Given the product [I:16][CH:15]([I:18])[C:4]([CH3:3])([C:5]([O:7][CH2:8][CH3:9])=[O:6])[C:10]([O:12][CH2:13][CH3:14])=[O:11], predict the reactants needed to synthesize it. (9) Given the product [C:1]([O:5][C:6](=[O:25])[NH:7][CH2:8][C:9]1[O:14][C:13]([C:15]2[C:16]([CH3:24])=[N:17][C:18]([O:23][CH3:29])=[C:19]([CH2:21][CH3:22])[CH:20]=2)=[N:12][N:11]=1)([CH3:4])([CH3:3])[CH3:2], predict the reactants needed to synthesize it. The reactants are: [C:1]([O:5][C:6](=[O:25])[NH:7][CH2:8][C:9]([NH:11][NH:12][C:13]([C:15]1[CH:20]=[C:19]([CH2:21][CH3:22])[C:18](=[O:23])[NH:17][C:16]=1[CH3:24])=[O:14])=O)([CH3:4])([CH3:3])[CH3:2].S(Cl)([C:29]1C=CC(C)=CC=1)(=O)=O.C(N=P1(N(CC)CC)N(C)CCCN1C)(C)(C)C.